This data is from Catalyst prediction with 721,799 reactions and 888 catalyst types from USPTO. The task is: Predict which catalyst facilitates the given reaction. Reactant: [CH:1]1([C:4]#[CH:5])[CH2:3][CH2:2]1.[NH2:6][C:7]1[C:17](Br)=[CH:16][C:10]([C:11]([O:13][CH2:14][CH3:15])=[O:12])=[CH:9][N:8]=1. Product: [NH2:6][C:7]1[C:17]([C:5]#[C:4][CH:1]2[CH2:3][CH2:2]2)=[CH:16][C:10]([C:11]([O:13][CH2:14][CH3:15])=[O:12])=[CH:9][N:8]=1. The catalyst class is: 25.